From a dataset of Forward reaction prediction with 1.9M reactions from USPTO patents (1976-2016). Predict the product of the given reaction. Given the reactants Cl[C:2]1[N:7]=[C:6]([N:8]2[CH:12]=[CH:11][C:10]([C:13]([F:16])([F:15])[F:14])=[N:9]2)[N:5]=[C:4]([O:17][CH3:18])[CH:3]=1.[CH3:19][O:20][C:21]1[CH:26]=[CH:25][C:24](B(O)O)=[CH:23][CH:22]=1.COC1C=C(C2C=CC=CC=2)N=C(N2C=CC(C(F)(F)F)=N2)N=1, predict the reaction product. The product is: [CH3:18][O:17][C:4]1[CH:3]=[C:2]([C:24]2[CH:25]=[CH:26][C:21]([O:20][CH3:19])=[CH:22][CH:23]=2)[N:7]=[C:6]([N:8]2[CH:12]=[CH:11][C:10]([C:13]([F:16])([F:15])[F:14])=[N:9]2)[N:5]=1.